This data is from Full USPTO retrosynthesis dataset with 1.9M reactions from patents (1976-2016). The task is: Predict the reactants needed to synthesize the given product. Given the product [CH3:42][N:41]([CH3:43])[CH2:40][CH2:39][N:37]1[CH:38]=[C:34]([C:18]2[CH:19]=[C:20]3[C:15](=[C:16]([C:30]([NH2:32])=[O:31])[CH:17]=2)[NH:14][CH:13]=[C:12]3[CH:9]2[CH2:8][CH2:7][N:6]([S:3]([CH2:1][CH3:2])(=[O:4])=[O:5])[CH2:11][CH2:10]2)[CH:35]=[N:36]1, predict the reactants needed to synthesize it. The reactants are: [CH2:1]([S:3]([N:6]1[CH2:11][CH2:10][CH:9]([C:12]2[C:20]3[C:15](=[C:16]([C:30]([NH2:32])=[O:31])[CH:17]=[C:18](B4OC(C)(C)C(C)(C)O4)[CH:19]=3)[NH:14][CH:13]=2)[CH2:8][CH2:7]1)(=[O:5])=[O:4])[CH3:2].Br[C:34]1[CH:35]=[N:36][N:37]([CH2:39][CH2:40][N:41]([CH3:43])[CH3:42])[CH:38]=1.C(=O)([O-])[O-].[Na+].[Na+].